Dataset: Reaction yield outcomes from USPTO patents with 853,638 reactions. Task: Predict the reaction yield, written as a fraction of the theoretical maximum amount of product (1.0 means a 100% yield; for example, 0.34 means a 34% yield). The reactants are [Cl-].O[NH3+:3].[C:4](=[O:7])([O-])[OH:5].[Na+].CS(C)=O.[OH:13][CH:14]([CH2:44][CH3:45])[CH2:15][N:16]1[C:21](=[O:22])[C:20]([CH2:23][C:24]2[CH:29]=[CH:28][C:27]([C:30]3[C:31]([C:36]#[N:37])=[CH:32][CH:33]=[CH:34][CH:35]=3)=[CH:26][CH:25]=2)=[C:19]([CH2:38][CH2:39][CH3:40])[N:18]2[N:41]=[CH:42][N:43]=[C:17]12. The catalyst is C(OCC)(=O)C. The product is [OH:13][CH:14]([CH2:44][CH3:45])[CH2:15][N:16]1[C:21](=[O:22])[C:20]([CH2:23][C:24]2[CH:25]=[CH:26][C:27]([C:30]3[CH:35]=[CH:34][CH:33]=[CH:32][C:31]=3[C:36]3[NH:3][C:4](=[O:7])[O:5][N:37]=3)=[CH:28][CH:29]=2)=[C:19]([CH2:38][CH2:39][CH3:40])[N:18]2[N:41]=[CH:42][N:43]=[C:17]12. The yield is 0.540.